This data is from Full USPTO retrosynthesis dataset with 1.9M reactions from patents (1976-2016). The task is: Predict the reactants needed to synthesize the given product. Given the product [CH3:35][NH:36][C:30](=[O:31])[C@H:29]([O:28][C:26]1[CH:25]=[CH:24][CH:23]=[C:22]2[C:27]=1[C:18]([NH:17][C:13]1[CH:12]=[C:11]3[C:16](=[CH:15][CH:14]=1)[N:8]([CH2:7][C:2]1[CH:3]=[CH:4][CH:5]=[CH:6][N:1]=1)[N:9]=[CH:10]3)=[N:19][CH:20]=[N:21]2)[CH3:34], predict the reactants needed to synthesize it. The reactants are: [N:1]1[CH:6]=[CH:5][CH:4]=[CH:3][C:2]=1[CH2:7][N:8]1[C:16]2[C:11](=[CH:12][C:13]([NH:17][C:18]3[C:27]4[C:22](=[CH:23][CH:24]=[CH:25][C:26]=4[O:28][C@H:29]([CH3:34])[C:30](OC)=[O:31])[N:21]=[CH:20][N:19]=3)=[CH:14][CH:15]=2)[CH:10]=[N:9]1.[CH3:35][NH2:36].